From a dataset of Forward reaction prediction with 1.9M reactions from USPTO patents (1976-2016). Predict the product of the given reaction. (1) Given the reactants [F:1][C:2]1[CH:9]=[C:8]([N:10]2[CH:14]([CH3:15])[C:13](=[O:16])[C:12]([CH3:18])([CH3:17])[C:11]2=[O:19])[CH:7]=[C:6]([F:20])[C:3]=1[C:4]#[N:5].C([BH-](C(CC)C)C(CC)C)(CC)C.[Li+].C1COCC1, predict the reaction product. The product is: [F:20][C:6]1[CH:7]=[C:8]([N:10]2[C@H:14]([CH3:15])[C@H:13]([OH:16])[C:12]([CH3:17])([CH3:18])[C:11]2=[O:19])[CH:9]=[C:2]([F:1])[C:3]=1[C:4]#[N:5]. (2) Given the reactants [CH2:1]([N:8]1[C:16]([C:17]2[CH:22]=[CH:21][C:20]([OH:23])=[CH:19][CH:18]=2)=[C:15]2[C:10]([C:11]([C:24]([F:27])([F:26])[F:25])=[CH:12][CH:13]=[CH:14]2)=[N:9]1)[C:2]1[CH:7]=[CH:6][CH:5]=[CH:4][CH:3]=1.[CH2:28](Br)[C:29]1[CH:34]=[CH:33][CH:32]=[CH:31][CH:30]=1.C(=O)([O-])[O-].[K+].[K+], predict the reaction product. The product is: [CH2:1]([N:8]1[C:16]([C:17]2[CH:22]=[CH:21][C:20]([O:23][CH2:28][C:29]3[CH:34]=[CH:33][CH:32]=[CH:31][CH:30]=3)=[CH:19][CH:18]=2)=[C:15]2[C:10]([C:11]([C:24]([F:27])([F:25])[F:26])=[CH:12][CH:13]=[CH:14]2)=[N:9]1)[C:2]1[CH:7]=[CH:6][CH:5]=[CH:4][CH:3]=1. (3) Given the reactants [Cl:1][C:2]1[N:9]=[C:8]([C:10]2[CH:15]=[CH:14][CH:13]=[CH:12][CH:11]=2)[C:7]([C:16]2[CH:21]=[CH:20][C:19](=[O:22])[N:18]([CH:23]([CH3:25])[CH3:24])[N:17]=2)=[CH:6][C:3]=1[C:4]#[N:5].OO.O.CC[O:31]C(C)=O, predict the reaction product. The product is: [Cl:1][C:2]1[N:9]=[C:8]([C:10]2[CH:11]=[CH:12][CH:13]=[CH:14][CH:15]=2)[C:7]([C:16]2[CH:21]=[CH:20][C:19](=[O:22])[N:18]([CH:23]([CH3:25])[CH3:24])[N:17]=2)=[CH:6][C:3]=1[C:4]([NH2:5])=[O:31]. (4) Given the reactants [Cl:1][C:2]1[CH:3]=[CH:4][C:5]([O:47][CH:48]([F:50])[F:49])=[C:6]([C:8]2[C:12]([NH:13][C:14]([C:16]3[CH:17]=[N:18][N:19]4[CH:24]=[CH:23][CH:22]=[N:21][C:20]=34)=[O:15])=[CH:11][N:10]([CH2:25][C:26]([N:28]3[CH2:33][CH2:32][N:31]([CH2:34][CH2:35]N4CCC([C:42]([O:44]CC)=[O:43])CC4)[CH2:30][CH2:29]3)=[O:27])[N:9]=2)[CH:7]=1.Cl.[CH3:52][C:53]1([C:59]([O:61][CH3:62])=[O:60])[CH2:58][CH2:57][NH:56][CH2:55][CH2:54]1, predict the reaction product. The product is: [CH:42]([OH:44])=[O:43].[Cl:1][C:2]1[CH:3]=[CH:4][C:5]([O:47][CH:48]([F:50])[F:49])=[C:6]([C:8]2[C:12]([NH:13][C:14]([C:16]3[CH:17]=[N:18][N:19]4[CH:24]=[CH:23][CH:22]=[N:21][C:20]=34)=[O:15])=[CH:11][N:10]([CH2:25][C:26]([N:28]3[CH2:29][CH2:30][N:31]([CH2:34][CH2:35][N:56]4[CH2:57][CH2:58][C:53]([CH3:52])([C:59]([O:61][CH3:62])=[O:60])[CH2:54][CH2:55]4)[CH2:32][CH2:33]3)=[O:27])[N:9]=2)[CH:7]=1. (5) Given the reactants [CH2:1]([OH:34])[C@H:2]1[O:7][C@H:6]([O:8][C@H:9]2[C@H:14]([OH:15])[C@@H:13]([OH:16])[C@@H:12]([O:17][C@H:18]3[C@H:23]([OH:24])[C@@H:22]([OH:25])[C@@H:21]([OH:26])[O:20][C@@H:19]3[CH2:27][OH:28])[O:11][C@@H:10]2[CH2:29][OH:30])[C@H:5]([OH:31])[C@@H:4]([OH:32])[C@@H:3]1[OH:33].[CH2:35]([OH:57])[C@H:36]1[O:41][C@H:40]([O:42][C@H:43]2[C@H:48]([OH:49])[C@@H:47]([OH:50])[C@H:46]([OH:51])[O:45][C@@H:44]2[CH2:52][OH:53])[C@H:39]([OH:54])[C@@H:38]([OH:55])[C@@H:37]1[OH:56], predict the reaction product. The product is: [CH2:35]([OH:57])[C@H:36]1[O:41][C@H:40]([O:34][CH2:1][C@H:2]2[O:7][C@H:6]([O:8][C@H:9]3[C@H:14]([OH:15])[C@@H:13]([OH:16])[C@@H:12]([O:17][C@H:18]4[C@H:23]([OH:24])[C@@H:22]([OH:25])[CH:21]([OH:26])[O:20][C@@H:19]4[CH2:27][OH:28])[O:11][C@@H:10]3[CH2:29][OH:30])[C@H:5]([OH:31])[C@@H:4]([OH:32])[C@@H:3]2[OH:33])[C@H:39]([OH:54])[C@@H:38]([OH:55])[C@@H:37]1[OH:56].[CH2:35]([OH:57])[C@H:36]1[O:41][C@H:40]([O:42][C@H:43]2[C@H:48]([OH:49])[C@@H:47]([OH:50])[C@H:46]([OH:51])[O:45][C@@H:44]2[CH2:52][OH:53])[C@H:39]([OH:54])[C@@H:38]([OH:55])[C@@H:37]1[OH:56]. (6) Given the reactants Br[C:2]1[CH:3]=[N:4][CH:5]=[CH:6][C:7]=1[CH2:8][CH:9]1[CH2:17][C:16]2[C:11](=[CH:12][CH:13]=[C:14]([CH3:18])[CH:15]=2)[C:10]1=[O:19].[CH2:20]([O:22]C([Sn](CCCC)(CCCC)CCCC)=C)[CH3:21], predict the reaction product. The product is: [C:20]([C:2]1[CH:3]=[N:4][CH:5]=[CH:6][C:7]=1[CH2:8][CH:9]1[CH2:17][C:16]2[C:11](=[CH:12][CH:13]=[C:14]([CH3:18])[CH:15]=2)[C:10]1=[O:19])(=[O:22])[CH3:21]. (7) Given the reactants [NH2:1][C:2]1[C:11]([C:12]([NH:14][C:15]2[C:24]3[CH2:23][CH2:22][N:21]([CH3:25])[CH2:20][C:19]=3[CH:18]=[N:17][CH:16]=2)=[O:13])=[C:5]2[N:6]=[CH:7][C:8]([F:10])=[CH:9][N:4]2[N:3]=1.C1C=C(Cl)C=C(C(OO)=[O:34])C=1, predict the reaction product. The product is: [NH2:1][C:2]1[C:11]([C:12]([NH:14][C:15]2[CH:16]=[N:17][CH:18]=[C:19]3[C:24]=2[CH2:23][CH2:22][N+:21]([O-:34])([CH3:25])[CH2:20]3)=[O:13])=[C:5]2[N:6]=[CH:7][C:8]([F:10])=[CH:9][N:4]2[N:3]=1. (8) Given the reactants [C:1]([C:4]1[O:8][C:7]2[C:9](=[O:18])[C:10]3[C:15]([C:16](=[O:17])[C:6]=2[CH:5]=1)=[CH:14][CH:13]=[CH:12][CH:11]=3)(=[O:3])[CH3:2].[C:19]([O:23][C:24]([NH:26][CH2:27][C:28](O)=[O:29])=[O:25])([CH3:22])([CH3:21])[CH3:20].F[P-](F)(F)(F)(F)F.C[N+](C)=C(N(C)C)ON1C2C=CC=CC=2N=N1.S(S([O-])=O)([O-])=O.[Na+].[Na+], predict the reaction product. The product is: [C:1]([C:4]1[O:8][C:7]2[C:9]([O:18][C:28](=[O:29])[CH2:27][NH:26][C:24]([O:23][C:19]([CH3:21])([CH3:20])[CH3:22])=[O:25])=[C:10]3[C:15](=[C:16]([OH:17])[C:6]=2[CH:5]=1)[CH:14]=[CH:13][CH:12]=[CH:11]3)(=[O:3])[CH3:2].